This data is from Peptide-MHC class I binding affinity with 185,985 pairs from IEDB/IMGT. The task is: Regression. Given a peptide amino acid sequence and an MHC pseudo amino acid sequence, predict their binding affinity value. This is MHC class I binding data. (1) The peptide sequence is FLRDNRAVL. The MHC is HLA-A30:01 with pseudo-sequence HLA-A30:01. The binding affinity (normalized) is 0.0847. (2) The peptide sequence is YLHIHPFKI. The MHC is HLA-B18:01 with pseudo-sequence HLA-B18:01. The binding affinity (normalized) is 0.0847. (3) The peptide sequence is RLRLIHLLHQT. The MHC is Mamu-B08 with pseudo-sequence Mamu-B08. The binding affinity (normalized) is 0.348. (4) The peptide sequence is IASPILFPF. The MHC is HLA-B46:01 with pseudo-sequence HLA-B46:01. The binding affinity (normalized) is 0.581. (5) The peptide sequence is AYHPQQFIY. The MHC is HLA-A03:01 with pseudo-sequence HLA-A03:01. The binding affinity (normalized) is 0.305. (6) The peptide sequence is VLLISDPGL. The binding affinity (normalized) is 0.0847. The MHC is HLA-B18:01 with pseudo-sequence HLA-B18:01. (7) The peptide sequence is SLPANVPTPR. The MHC is Mamu-B08 with pseudo-sequence Mamu-B08. The binding affinity (normalized) is 0. (8) The peptide sequence is AIYHPQQFV. The MHC is HLA-A02:01 with pseudo-sequence HLA-A02:01. The binding affinity (normalized) is 0.469. (9) The peptide sequence is NDFVSDADST. The MHC is HLA-B18:01 with pseudo-sequence HLA-B18:01. The binding affinity (normalized) is 0.